Dataset: HIV replication inhibition screening data with 41,000+ compounds from the AIDS Antiviral Screen. Task: Binary Classification. Given a drug SMILES string, predict its activity (active/inactive) in a high-throughput screening assay against a specified biological target. (1) The result is 0 (inactive). The compound is COC(=O)C(C#N)=C1NN=NN1CCCc1ccccc1. (2) The drug is O=C(O)CNS(=O)(=O)c1ccc(NC(=O)c2ccc([N+](=O)[O-])cc2)cc1. The result is 0 (inactive). (3) The drug is COc1cc2c(cc1O)N=CC1CCC(O)N1C2=O.COc1cc2c(cc1O)N=CC1CCC(O)N1C2=O. The result is 0 (inactive). (4) The molecule is O=C1CCC2CCOc3ccc(O)c1c32. The result is 0 (inactive).